This data is from Forward reaction prediction with 1.9M reactions from USPTO patents (1976-2016). The task is: Predict the product of the given reaction. (1) Given the reactants Br[C:2]1[N:6]([CH3:7])[N:5]=[C:4]([CH3:8])[C:3]=1[C:9]1[CH:14]=[CH:13][C:12]([F:15])=[CH:11][C:10]=1[Cl:16].CCCCCC.C([Li])CCC.[F:28][C:29]1[CH:36]=[C:35]([F:37])[CH:34]=[CH:33][C:30]=1[CH:31]=[O:32], predict the reaction product. The product is: [Cl:16][C:10]1[CH:11]=[C:12]([F:15])[CH:13]=[CH:14][C:9]=1[C:3]1[C:4]([CH3:8])=[N:5][N:6]([CH3:7])[C:2]=1[CH:31]([C:30]1[CH:33]=[CH:34][C:35]([F:37])=[CH:36][C:29]=1[F:28])[OH:32]. (2) Given the reactants F[C:2]1[CH:3]=[N:4][C:5]2[C:10]([N:11]=1)=[C:9]([C:12]1[NH:20][C:19]3[CH2:18][CH2:17][NH:16][C:15](=[O:21])[C:14]=3[CH:13]=1)[CH:8]=[CH:7][CH:6]=2.[CH2:22]([NH:24][C:25]([CH3:28])([CH3:27])[CH3:26])[CH3:23], predict the reaction product. The product is: [C:25]([N:24]([CH2:22][CH3:23])[C:2]1[CH:3]=[N:4][C:5]2[C:10]([N:11]=1)=[C:9]([C:12]1[NH:20][C:19]3[CH2:18][CH2:17][NH:16][C:15](=[O:21])[C:14]=3[CH:13]=1)[CH:8]=[CH:7][CH:6]=2)([CH3:28])([CH3:27])[CH3:26].